Task: Predict which catalyst facilitates the given reaction.. Dataset: Catalyst prediction with 721,799 reactions and 888 catalyst types from USPTO Reactant: [I:1][C:2]1[CH:7]=[CH:6][CH:5]=[C:4]([N+:8]([O-])=[O:9])[C:3]=1[CH2:11][C:12]([OH:14])=O. Product: [OH:9][N:8]1[C:4]2[C:3](=[C:2]([I:1])[CH:7]=[CH:6][CH:5]=2)[CH2:11][C:12]1=[O:14]. The catalyst class is: 29.